Dataset: Reaction yield outcomes from USPTO patents with 853,638 reactions. Task: Predict the reaction yield, written as a fraction of the theoretical maximum amount of product (1.0 means a 100% yield; for example, 0.34 means a 34% yield). (1) The reactants are [CH2:1]([NH2:4])[C:2]#[CH:3].C([O-])([O-])=O.[K+].[K+].C[O:12][C:13]1[CH:14]=[C:15](O)[CH:16]=[C:17](OC)[CH:18]=1.C(OCC)(=O)C.CCCCCC. The catalyst is CN(C)C=O. The product is [O:12]([NH:4][CH2:1][C:2]#[CH:3])[C:13]1[CH:14]=[CH:15][CH:16]=[CH:17][CH:18]=1. The yield is 1.00. (2) The catalyst is CN(C=O)C. The product is [Br:3][C:4]1[CH:5]=[C:6]2[C:10](=[CH:11][CH:12]=1)[N:9]([CH2:24][CH:25]1[CH2:30][CH2:29][N:28]([C:31]([O:33][C:34]([CH3:35])([CH3:37])[CH3:36])=[O:32])[CH2:27][CH2:26]1)[CH:8]=[CH:7]2. The yield is 0.777. The reactants are [H-].[Na+].[Br:3][C:4]1[CH:5]=[C:6]2[C:10](=[CH:11][CH:12]=1)[NH:9][CH:8]=[CH:7]2.S(O[CH2:24][CH:25]1[CH2:30][CH2:29][N:28]([C:31]([O:33][C:34]([CH3:37])([CH3:36])[CH3:35])=[O:32])[CH2:27][CH2:26]1)(C1C=CC(C)=CC=1)(=O)=O.C(OCC)(=O)C.CCCCCC. (3) The reactants are F[C:2]1[CH:9]=[CH:8][C:7]([O:10][CH3:11])=[CH:6][C:3]=1[CH:4]=[O:5].C([O-])([O-])=O.[K+].[K+].[CH3:18][N:19]([CH3:24])[CH2:20][CH2:21][NH:22][CH3:23].O. The catalyst is CN(C=O)C. The product is [CH3:18][N:19]([CH3:24])[CH2:20][CH2:21][N:22]([CH3:23])[C:2]1[CH:9]=[CH:8][C:7]([O:10][CH3:11])=[CH:6][C:3]=1[CH:4]=[O:5]. The yield is 0.130. (4) The reactants are [CH3:1][NH2:2].O.[CH:4]([S:6]([O:9][CH2:10][C:11]([CH3:14])([CH3:13])[CH3:12])(=[O:8])=[O:7])=[CH2:5].C(O)(=O)C. The catalyst is O1CCCC1.N1C=CC=CC=1. The product is [CH3:1][NH:2][CH2:5][CH2:4][S:6]([O:9][CH2:10][C:11]([CH3:14])([CH3:13])[CH3:12])(=[O:7])=[O:8]. The yield is 0.990. (5) The reactants are [CH:1]1([C:4]2[O:8][N:7]=[C:6]([C:9]3[C:14]([Cl:15])=[CH:13][CH:12]=[CH:11][C:10]=3[Cl:16])[C:5]=2[CH2:17][O:18][C:19]2[CH:24]=[CH:23][C:22]([C:25]3[CH:34]=[C:33]4[C:28]([CH:29]=[C:30]([C:35]([O:37]C)=[O:36])[N:31]=[CH:32]4)=[CH:27][CH:26]=3)=[CH:21][CH:20]=2)[CH2:3][CH2:2]1.O1CCCC1.[OH-].[Na+].Cl. The catalyst is CO. The product is [CH:1]1([C:4]2[O:8][N:7]=[C:6]([C:9]3[C:10]([Cl:16])=[CH:11][CH:12]=[CH:13][C:14]=3[Cl:15])[C:5]=2[CH2:17][O:18][C:19]2[CH:20]=[CH:21][C:22]([C:25]3[CH:34]=[C:33]4[C:28]([CH:29]=[C:30]([C:35]([OH:37])=[O:36])[N:31]=[CH:32]4)=[CH:27][CH:26]=3)=[CH:23][CH:24]=2)[CH2:2][CH2:3]1. The yield is 0.680. (6) The reactants are [OH:1][CH2:2][C:3]1[CH:4]=[C:5]2[N:10]([C:11]=1[N:12]1[CH2:16][CH2:15][CH2:14][C:13]1=[O:17])[CH:9]=[CH:8][CH:7]=[CH:6]2. The catalyst is O=[Mn]=O. The product is [O:17]=[C:13]1[CH2:14][CH2:15][CH2:16][N:12]1[C:11]1[N:10]2[C:5]([CH:6]=[CH:7][CH:8]=[CH:9]2)=[CH:4][C:3]=1[CH:2]=[O:1]. The yield is 0.630. (7) The reactants are [CH3:1]C1=C(C)C(OC1=O)=O.[NH2:10][CH2:11][CH2:12]C12CC(CC1)C=C2.[C:20]1([CH3:26])[CH:25]=[CH:24][CH:23]=[CH:22][CH:21]=1. No catalyst specified. The product is [NH2:10][CH2:11][CH2:12][CH2:26][C:20]12[CH2:1][CH:23]([CH2:24][CH2:25]1)[CH:22]=[CH:21]2. The yield is 0.910. (8) The yield is 0.990. The product is [F:1][C:2]1[CH:7]=[CH:6][C:5]([NH2:8])=[CH:4][C:3]=1[O:11][CH2:12][CH2:13][O:14][CH3:15]. The catalyst is C(OCC)(=O)C.[Pd]. The reactants are [F:1][C:2]1[CH:7]=[CH:6][C:5]([N+:8]([O-])=O)=[CH:4][C:3]=1[O:11][CH2:12][CH2:13][O:14][CH3:15].C(O)C.N#N.[H][H].